Dataset: Catalyst prediction with 721,799 reactions and 888 catalyst types from USPTO. Task: Predict which catalyst facilitates the given reaction. (1) Reactant: [F:1][C:2]1[CH:7]=[C:6]([F:8])[CH:5]=[CH:4][C:3]=1[C:9](=[O:11])[CH3:10].[BH4-].[Na+]. Product: [F:1][C:2]1[CH:7]=[C:6]([F:8])[CH:5]=[CH:4][C:3]=1[CH:9]([OH:11])[CH3:10]. The catalyst class is: 36. (2) Reactant: [NH2:1][OH:2].O.[CH3:4][CH:5]([NH:7][C:8]([C:10]1[S:14][CH:13]=[C:12]([S:15](Cl)(=[O:17])=[O:16])[CH:11]=1)=[O:9])[CH3:6].CCOC(C)=O. Product: [OH:2][NH:1][S:15]([C:12]1[CH:11]=[C:10]([C:8]([NH:7][CH:5]([CH3:6])[CH3:4])=[O:9])[S:14][CH:13]=1)(=[O:17])=[O:16]. The catalyst class is: 1.